From a dataset of Reaction yield outcomes from USPTO patents with 853,638 reactions. Predict the reaction yield, written as a fraction of the theoretical maximum amount of product (1.0 means a 100% yield; for example, 0.34 means a 34% yield). (1) The reactants are [CH3:1][C:2]1([CH3:19])[C:11]2[C:6](=[C:7](Cl)[CH:8]=[C:9]([C:13]([OH:15])=[O:14])[C:10]=2[CH3:12])[S:5](=[O:18])(=[O:17])[CH2:4][CH2:3]1. The catalyst is C(O)C.O.[Zn]. The product is [CH3:1][C:2]1([CH3:19])[C:11]2[C:6](=[CH:7][CH:8]=[C:9]([C:13]([OH:15])=[O:14])[C:10]=2[CH3:12])[S:5](=[O:18])(=[O:17])[CH2:4][CH2:3]1. The yield is 0.780. (2) The reactants are [F:1][C:2]1[CH:7]=[C:6]([N:8]2[CH2:12][CH2:11][NH:10][C:9]2=[O:13])[CH:5]=[CH:4][C:3]=1[N:14]1[CH:19]=[C:18]([O:20][CH3:21])[C:17](=[O:22])[C:16]([C:23]2[N:27]([C:28]3[CH:33]=[CH:32][CH:31]=[CH:30][CH:29]=3)[N:26]=[CH:25][CH:24]=2)=[N:15]1.Cl[C:35]([F:40])([F:39])C([O-])=O.[Na+].C1OCCOCCOCCOCCOCCOC1. The catalyst is C(#N)C. The product is [F:39][CH:35]([F:40])[N:10]1[CH2:11][CH2:12][N:8]([C:6]2[CH:5]=[CH:4][C:3]([N:14]3[CH:19]=[C:18]([O:20][CH3:21])[C:17](=[O:22])[C:16]([C:23]4[N:27]([C:28]5[CH:29]=[CH:30][CH:31]=[CH:32][CH:33]=5)[N:26]=[CH:25][CH:24]=4)=[N:15]3)=[C:2]([F:1])[CH:7]=2)[C:9]1=[O:13]. The yield is 0.0230. (3) The reactants are N(C(OCC)=O)=NC(OCC)=O.C1(P(C2C=CC=CC=2)C2C=CC=CC=2)C=CC=CC=1.[OH:32][CH:33]1[CH2:38][CH2:37][N:36]([CH3:39])[CH2:35][CH2:34]1.O[C:41]1[CH:42]=[N:43][CH:44]=[CH:45][CH:46]=1. The catalyst is O1CCCC1. The product is [CH3:39][N:36]1[CH2:37][CH2:38][CH:33]([O:32][C:41]2[CH:42]=[N:43][CH:44]=[CH:45][CH:46]=2)[CH2:34][CH2:35]1. The yield is 0.0240. (4) The reactants are C(OC(=O)[NH:7][C@H:8]([CH2:25][CH:26]1[CH2:31][CH2:30][CH2:29][CH2:28][CH2:27]1)[C:9]([N:11]1[CH2:16][CH2:15][N:14]([C:17]2[CH:22]=[CH:21][CH:20]=[CH:19][C:18]=2[O:23][CH3:24])[CH2:13][CH2:12]1)=[O:10])(C)(C)C. The catalyst is Cl. The product is [NH2:7][C@H:8]([CH2:25][CH:26]1[CH2:31][CH2:30][CH2:29][CH2:28][CH2:27]1)[C:9]([N:11]1[CH2:12][CH2:13][N:14]([C:17]2[CH:22]=[CH:21][CH:20]=[CH:19][C:18]=2[O:23][CH3:24])[CH2:15][CH2:16]1)=[O:10]. The yield is 0.980.